This data is from Forward reaction prediction with 1.9M reactions from USPTO patents (1976-2016). The task is: Predict the product of the given reaction. Given the reactants [NH2:1][CH:2]1[CH2:5][N:4]([CH2:6][C:7]2[C:28]([C:29]([F:32])([F:31])[F:30])=[CH:27][C:10]([C:11]([NH:13][CH2:14][C:15]3[CH:20]=[C:19]([Cl:21])[CH:18]=[CH:17][C:16]=3[S:22]([CH2:25][CH3:26])(=[O:24])=[O:23])=[O:12])=[CH:9][C:8]=2[Cl:33])[CH2:3]1.[CH3:34][NH:35][S:36](N1CCOC1=O)(=[O:38])=[O:37].O.C(OCC)(=O)C, predict the reaction product. The product is: [Cl:33][C:8]1[CH:9]=[C:10]([CH:27]=[C:28]([C:29]([F:32])([F:31])[F:30])[C:7]=1[CH2:6][N:4]1[CH2:5][CH:2]([NH:1][S:36](=[O:38])(=[O:37])[NH:35][CH3:34])[CH2:3]1)[C:11]([NH:13][CH2:14][C:15]1[CH:20]=[C:19]([Cl:21])[CH:18]=[CH:17][C:16]=1[S:22]([CH2:25][CH3:26])(=[O:24])=[O:23])=[O:12].